Dataset: Reaction yield outcomes from USPTO patents with 853,638 reactions. Task: Predict the reaction yield, written as a fraction of the theoretical maximum amount of product (1.0 means a 100% yield; for example, 0.34 means a 34% yield). (1) The reactants are [Br:1][C:2]1[CH:3]=[C:4]([C:8]2[C:17]([CH2:18][N:19]3[CH2:24][CH2:23][CH:22]([N:25]4[CH2:30][CH2:29][O:28][CH2:27][CH2:26]4)[CH2:21][CH2:20]3)=[C:16]([C:31]([OH:33])=O)[C:15]3[C:10](=[CH:11][CH:12]=[C:13]([S:34]([CH3:37])(=[O:36])=[O:35])[CH:14]=3)[N:9]=2)[CH:5]=[CH:6][CH:7]=1.[F:38][C:39]([F:49])([F:48])[C@H:40]([NH2:47])[C:41]1[CH:46]=[CH:45][CH:44]=[CH:43][CH:42]=1.C(N(CC)C(C)C)(C)C.C(P1(=O)OP(=O)(CCC)OP(=O)(CCC)O1)CC. The catalyst is ClCCl.O.C([O-])(O)=O.[Na+]. The product is [Br:1][C:2]1[CH:3]=[C:4]([C:8]2[C:17]([CH2:18][N:19]3[CH2:24][CH2:23][CH:22]([N:25]4[CH2:26][CH2:27][O:28][CH2:29][CH2:30]4)[CH2:21][CH2:20]3)=[C:16]([C:31]([NH:47][C@H:40]([C:41]3[CH:46]=[CH:45][CH:44]=[CH:43][CH:42]=3)[C:39]([F:38])([F:48])[F:49])=[O:33])[C:15]3[C:10](=[CH:11][CH:12]=[C:13]([S:34]([CH3:37])(=[O:35])=[O:36])[CH:14]=3)[N:9]=2)[CH:5]=[CH:6][CH:7]=1. The yield is 0.880. (2) The reactants are C([NH:4][CH2:5][CH2:6][C:7]1[CH:8]=[CH:9][C:10]([O:36][CH3:37])=[C:11]([NH:13][C:14](=[O:35])[C:15](=[N:19][NH:20][C:21]2[CH:26]=[CH:25][C:24]([N+:27]([O-:29])=[O:28])=[C:23]([N+]([O-])=O)[C:22]=2[O:33][CH3:34])[C:16](=[O:18])[CH3:17])[CH:12]=1)(=O)C.CN1C(=O)CCC1.Cl. The catalyst is O. The product is [NH2:4][CH2:5][CH2:6][C:7]1[CH:8]=[CH:9][C:10]([O:36][CH3:37])=[C:11]([NH:13][C:14](=[O:35])[C:15](=[N:19][NH:20][C:21]2[CH:26]=[CH:25][C:24]([N+:27]([O-:29])=[O:28])=[CH:23][C:22]=2[O:33][CH3:34])[C:16](=[O:18])[CH3:17])[CH:12]=1. The yield is 0.952.